From a dataset of Hepatocyte clearance measurements from AstraZeneca. Regression/Classification. Given a drug SMILES string, predict its absorption, distribution, metabolism, or excretion properties. Task type varies by dataset: regression for continuous measurements (e.g., permeability, clearance, half-life) or binary classification for categorical outcomes (e.g., BBB penetration, CYP inhibition). For this dataset (clearance_hepatocyte_az), we predict log10(clearance) (log10 of the in vitro intrinsic clearance, CLint, in uL/min per 10^6 hepatocytes; values are censored to the assay range of 3 to 150, which is 0.477 to 2.18 on this log10 scale). The compound is C[C@@H]1CN(c2ccc(F)cc2C(F)(F)F)CCN1S(=O)(=O)c1ccc(C(N)=O)cc1Cl. The log10(clearance) is 1.80.